This data is from NCI-60 drug combinations with 297,098 pairs across 59 cell lines. The task is: Regression. Given two drug SMILES strings and cell line genomic features, predict the synergy score measuring deviation from expected non-interaction effect. (1) Drug 1: CC1=C(N=C(N=C1N)C(CC(=O)N)NCC(C(=O)N)N)C(=O)NC(C(C2=CN=CN2)OC3C(C(C(C(O3)CO)O)O)OC4C(C(C(C(O4)CO)O)OC(=O)N)O)C(=O)NC(C)C(C(C)C(=O)NC(C(C)O)C(=O)NCCC5=NC(=CS5)C6=NC(=CS6)C(=O)NCCC[S+](C)C)O. Drug 2: C#CCC(CC1=CN=C2C(=N1)C(=NC(=N2)N)N)C3=CC=C(C=C3)C(=O)NC(CCC(=O)O)C(=O)O. Cell line: RPMI-8226. Synergy scores: CSS=3.65, Synergy_ZIP=0.0491, Synergy_Bliss=1.66, Synergy_Loewe=-1.10, Synergy_HSA=-0.0558. (2) Drug 1: C1=CC(=CC=C1CCCC(=O)O)N(CCCl)CCCl. Drug 2: CC1C(C(=O)NC(C(=O)N2CCCC2C(=O)N(CC(=O)N(C(C(=O)O1)C(C)C)C)C)C(C)C)NC(=O)C3=C4C(=C(C=C3)C)OC5=C(C(=O)C(=C(C5=N4)C(=O)NC6C(OC(=O)C(N(C(=O)CN(C(=O)C7CCCN7C(=O)C(NC6=O)C(C)C)C)C)C(C)C)C)N)C. Cell line: SNB-19. Synergy scores: CSS=17.3, Synergy_ZIP=-2.29, Synergy_Bliss=3.31, Synergy_Loewe=3.40, Synergy_HSA=3.24. (3) Drug 1: C1CNP(=O)(OC1)N(CCCl)CCCl. Drug 2: C1CC(CCC1OC2=C(C(=CC=C2)Cl)F)(CC3=NC(=CC=C3)NC4=NC=CS4)C(=O)O. Cell line: HT29. Synergy scores: CSS=8.43, Synergy_ZIP=3.04, Synergy_Bliss=8.17, Synergy_Loewe=-13.0, Synergy_HSA=1.68. (4) Drug 1: C1CCC(C1)C(CC#N)N2C=C(C=N2)C3=C4C=CNC4=NC=N3. Drug 2: CC(C)NC(=O)C1=CC=C(C=C1)CNNC.Cl. Cell line: A498. Synergy scores: CSS=2.17, Synergy_ZIP=0.289, Synergy_Bliss=1.18, Synergy_Loewe=-1.02, Synergy_HSA=-0.936. (5) Drug 1: C1CN1P(=S)(N2CC2)N3CC3. Drug 2: C1C(C(OC1N2C=NC3=C2NC=NCC3O)CO)O. Cell line: SF-268. Synergy scores: CSS=13.4, Synergy_ZIP=-4.11, Synergy_Bliss=-0.0590, Synergy_Loewe=-0.499, Synergy_HSA=-0.850. (6) Drug 1: CC12CCC3C(C1CCC2O)C(CC4=C3C=CC(=C4)O)CCCCCCCCCS(=O)CCCC(C(F)(F)F)(F)F. Drug 2: CCN(CC)CCCC(C)NC1=C2C=C(C=CC2=NC3=C1C=CC(=C3)Cl)OC. Cell line: ACHN. Synergy scores: CSS=20.1, Synergy_ZIP=-2.31, Synergy_Bliss=-2.56, Synergy_Loewe=-18.8, Synergy_HSA=-5.47.